This data is from Forward reaction prediction with 1.9M reactions from USPTO patents (1976-2016). The task is: Predict the product of the given reaction. The product is: [CH2:8]([C:10]1[CH:11]=[CH:12][C:13]([CH:16]2[CH2:21][N:20]([C:22]([N:24]3[CH2:25][CH2:26][CH2:27][CH2:28]3)=[O:23])[CH2:19][CH:18]([NH:29][C:39]([NH:38][C:34]3[CH:35]=[CH:36][CH:37]=[C:32]([O:31][CH3:30])[CH:33]=3)=[O:40])[CH2:17]2)=[CH:14][CH:15]=1)[CH3:9]. Given the reactants FC(F)(F)C(O)=O.[CH2:8]([C:10]1[CH:15]=[CH:14][C:13]([CH:16]2[CH2:21][N:20]([C:22]([N:24]3[CH2:28][CH2:27][CH2:26][CH2:25]3)=[O:23])[CH2:19][CH:18]([NH2:29])[CH2:17]2)=[CH:12][CH:11]=1)[CH3:9].[CH3:30][O:31][C:32]1[CH:33]=[C:34]([N:38]=[C:39]=[O:40])[CH:35]=[CH:36][CH:37]=1, predict the reaction product.